From a dataset of Forward reaction prediction with 1.9M reactions from USPTO patents (1976-2016). Predict the product of the given reaction. (1) Given the reactants [C:1]([Br:4])(=[O:3])[CH3:2].[CH3:5][C:6]1[C:11]([CH3:12])=[C:10]([N+]([O-])=[O:14])[CH:9]=[CH:8][N+:7]=1[O-:16].C([O-])([O-])=O.[K+].[K+], predict the reaction product. The product is: [C:1]([O-:3])(=[O:14])[CH3:2].[Br:4][C:10]1[CH:9]=[CH:8][N+:7]([OH:16])=[C:6]([CH3:5])[C:11]=1[CH3:12]. (2) The product is: [Br:1][C:2]1[CH:27]=[CH:26][C:5]2[C:6](=[O:25])[N:7]=[C:8]([C:10]3[CH:15]=[C:14]([CH2:16][CH2:17][C:18]([OH:20])=[O:19])[CH:13]=[CH:12][N:11]=3)[S:9][C:4]=2[CH:3]=1. Given the reactants [Br:1][C:2]1[CH:27]=[CH:26][C:5]2[C:6](=[O:25])[N:7]=[C:8]([C:10]3[CH:15]=[C:14]([CH2:16][CH2:17][C:18]([O:20]C(C)(C)C)=[O:19])[CH:13]=[CH:12][N:11]=3)[S:9][C:4]=2[CH:3]=1, predict the reaction product. (3) Given the reactants C(O)(C(F)(F)F)=O.[Cl:8][C:9]1[CH:14]=[CH:13][C:12]([CH:15]([NH:22][C:23]([C:25]2([NH:40]C(=O)OC(C)(C)C)[CH2:30][CH2:29][N:28]([C:31]3[C:32]4[CH:39]=[CH:38][NH:37][C:33]=4[N:34]=[CH:35][N:36]=3)[CH2:27][CH2:26]2)=[O:24])[CH2:16][C:17]2[S:18][CH:19]=[CH:20][N:21]=2)=[CH:11][CH:10]=1, predict the reaction product. The product is: [NH2:40][C:25]1([C:23]([NH:22][CH:15]([C:12]2[CH:11]=[CH:10][C:9]([Cl:8])=[CH:14][CH:13]=2)[CH2:16][C:17]2[S:18][CH:19]=[CH:20][N:21]=2)=[O:24])[CH2:26][CH2:27][N:28]([C:31]2[C:32]3[CH:39]=[CH:38][NH:37][C:33]=3[N:34]=[CH:35][N:36]=2)[CH2:29][CH2:30]1.